This data is from Full USPTO retrosynthesis dataset with 1.9M reactions from patents (1976-2016). The task is: Predict the reactants needed to synthesize the given product. Given the product [CH:25]1([CH2:28][NH:29][C:2]2[N:3]=[C:4]([NH:17][CH2:18][C:19]3[CH:24]=[CH:23][CH:22]=[CH:21][N:20]=3)[C:5]3[C:10]([C:11]4[CH:16]=[CH:15][CH:14]=[CH:13][CH:12]=4)=[CH:9][S:8][C:6]=3[N:7]=2)[CH2:27][CH2:26]1, predict the reactants needed to synthesize it. The reactants are: Cl[C:2]1[N:3]=[C:4]([NH:17][CH2:18][C:19]2[CH:24]=[CH:23][CH:22]=[CH:21][N:20]=2)[C:5]2[C:10]([C:11]3[CH:16]=[CH:15][CH:14]=[CH:13][CH:12]=3)=[CH:9][S:8][C:6]=2[N:7]=1.[CH:25]1([CH2:28][NH2:29])[CH2:27][CH2:26]1.